Dataset: Catalyst prediction with 721,799 reactions and 888 catalyst types from USPTO. Task: Predict which catalyst facilitates the given reaction. (1) Reactant: [Cl:1][C:2]1[N:3]=[C:4]([Cl:19])[C:5]2[N:10]([CH2:11][C@H:12]3[CH2:17][CH2:16][C@H:15]([CH3:18])[CH2:14][CH2:13]3)[CH:9]=[CH:8][C:6]=2[N:7]=1.[Li+].CC([N-]C(C)C)C.[F:28][C:29]1[CH:36]=[CH:35][CH:34]=[CH:33][C:30]=1[CH:31]=[O:32]. Product: [Cl:1][C:2]1[N:3]=[C:4]([Cl:19])[C:5]2[N:10]([CH2:11][C@H:12]3[CH2:17][CH2:16][C@H:15]([CH3:18])[CH2:14][CH2:13]3)[C:9]([CH:31]([C:30]3[CH:33]=[CH:34][CH:35]=[CH:36][C:29]=3[F:28])[OH:32])=[CH:8][C:6]=2[N:7]=1. The catalyst class is: 1. (2) Reactant: CC1(C)C(C)(C)OB(/[CH:9]=[CH:10]/[CH2:11][NH:12][C:13](=[O:19])[O:14][C:15]([CH3:18])([CH3:17])[CH3:16])O1.Br[C:22]1[CH:23]=[N:24][CH:25]=[C:26]([N+:28]([O-:30])=[O:29])[CH:27]=1.C([O-])([O-])=O.[K+].[K+].COC. Product: [N+:28]([C:26]1[CH:27]=[C:22](/[CH:9]=[CH:10]/[CH2:11][NH:12][C:13](=[O:19])[O:14][C:15]([CH3:16])([CH3:17])[CH3:18])[CH:23]=[N:24][CH:25]=1)([O-:30])=[O:29]. The catalyst class is: 103. (3) Reactant: Cl[C:2]1[NH:6][C:5]2[CH:7]=[CH:8][CH:9]=[CH:10][C:4]=2[N:3]=1.[CH3:11][O:12][C:13]1[C:21]2[C:16](=[N:17][CH:18]=[CH:19][CH:20]=2)[N:15]([C:22]2[CH:27]=[CH:26][C:25]([OH:28])=[CH:24][CH:23]=2)[N:14]=1.C(N(CC)CC)C. Product: [NH:3]1[C:4]2[CH:10]=[CH:9][CH:8]=[CH:7][C:5]=2[N:6]=[C:2]1[O:28][C:25]1[CH:24]=[CH:23][C:22]([N:15]2[C:16]3=[N:17][CH:18]=[CH:19][CH:20]=[C:21]3[C:13]([O:12][CH3:11])=[N:14]2)=[CH:27][CH:26]=1. The catalyst class is: 5. (4) Reactant: [Br:1][C:2]1[CH:7]=[CH:6][C:5]([CH2:8][C:9]([O:11][CH2:12][CH3:13])=[O:10])=[CH:4][CH:3]=1.[H-].[Na+].[CH3:16]I.[NH4+].[Cl-]. Product: [CH2:12]([O:11][C:9](=[O:10])[CH:8]([C:5]1[CH:4]=[CH:3][C:2]([Br:1])=[CH:7][CH:6]=1)[CH3:16])[CH3:13]. The catalyst class is: 3. (5) Reactant: [CH2:1]([O:3][C:4](=[O:34])[C:5]1[CH:10]=[C:9]([N:11]2[C:15]([CH3:16])=[CH:14][CH:13]=[C:12]2[C:17]2[CH:22]=[C:21]([Br:23])[CH:20]=[CH:19][C:18]=2[O:24]CC2C=CC(OC)=CC=2)[CH:8]=[N:7][CH:6]=1)[CH3:2]. Product: [CH2:1]([O:3][C:4](=[O:34])[C:5]1[CH:10]=[C:9]([N:11]2[C:15]([CH3:16])=[CH:14][CH:13]=[C:12]2[C:17]2[CH:22]=[C:21]([Br:23])[CH:20]=[CH:19][C:18]=2[OH:24])[CH:8]=[N:7][CH:6]=1)[CH3:2]. The catalyst class is: 89. (6) Reactant: [CH3:1][S:2]([C:5]1[CH:10]=[CH:9][CH:8]=[CH:7][C:6]=1[N+:11]([O-])=O)(=[O:4])=[O:3]. Product: [CH3:1][S:2]([C:5]1[CH:10]=[CH:9][CH:8]=[CH:7][C:6]=1[NH2:11])(=[O:3])=[O:4]. The catalyst class is: 29.